From a dataset of Peptide-MHC class I binding affinity with 185,985 pairs from IEDB/IMGT. Regression. Given a peptide amino acid sequence and an MHC pseudo amino acid sequence, predict their binding affinity value. This is MHC class I binding data. (1) The peptide sequence is RNPRFYNL. The MHC is H-2-Db with pseudo-sequence H-2-Db. The binding affinity (normalized) is 0.0641. (2) The peptide sequence is VTDGGEVGE. The MHC is HLA-B08:01 with pseudo-sequence HLA-B08:01. The binding affinity (normalized) is 0.0847.